The task is: Regression. Given two drug SMILES strings and cell line genomic features, predict the synergy score measuring deviation from expected non-interaction effect.. This data is from NCI-60 drug combinations with 297,098 pairs across 59 cell lines. (1) Synergy scores: CSS=-0.551, Synergy_ZIP=9.46, Synergy_Bliss=8.80, Synergy_Loewe=3.24, Synergy_HSA=4.47. Cell line: TK-10. Drug 2: C1=CC=C(C(=C1)C(C2=CC=C(C=C2)Cl)C(Cl)Cl)Cl. Drug 1: CNC(=O)C1=NC=CC(=C1)OC2=CC=C(C=C2)NC(=O)NC3=CC(=C(C=C3)Cl)C(F)(F)F. (2) Cell line: K-562. Synergy scores: CSS=77.3, Synergy_ZIP=-0.514, Synergy_Bliss=-0.110, Synergy_Loewe=-0.709, Synergy_HSA=1.25. Drug 1: C1=NC2=C(N1)C(=S)N=CN2. Drug 2: CC1CCCC2(C(O2)CC(NC(=O)CC(C(C(=O)C(C1O)C)(C)C)O)C(=CC3=CSC(=N3)C)C)C. (3) Drug 1: CC1=CC=C(C=C1)C2=CC(=NN2C3=CC=C(C=C3)S(=O)(=O)N)C(F)(F)F. Drug 2: CC(C)CN1C=NC2=C1C3=CC=CC=C3N=C2N. Cell line: OVCAR-5. Synergy scores: CSS=0.949, Synergy_ZIP=-0.899, Synergy_Bliss=-0.950, Synergy_Loewe=-1.07, Synergy_HSA=-0.469. (4) Drug 1: CC1OCC2C(O1)C(C(C(O2)OC3C4COC(=O)C4C(C5=CC6=C(C=C35)OCO6)C7=CC(=C(C(=C7)OC)O)OC)O)O. Drug 2: CC(C)NC(=O)C1=CC=C(C=C1)CNNC.Cl. Cell line: COLO 205. Synergy scores: CSS=44.8, Synergy_ZIP=-0.724, Synergy_Bliss=-2.68, Synergy_Loewe=-39.3, Synergy_HSA=-5.35. (5) Drug 1: COC1=C(C=C2C(=C1)N=CN=C2NC3=CC(=C(C=C3)F)Cl)OCCCN4CCOCC4. Drug 2: B(C(CC(C)C)NC(=O)C(CC1=CC=CC=C1)NC(=O)C2=NC=CN=C2)(O)O. Cell line: NCI-H522. Synergy scores: CSS=32.4, Synergy_ZIP=-1.12, Synergy_Bliss=-2.11, Synergy_Loewe=0.663, Synergy_HSA=0.706.